This data is from Reaction yield outcomes from USPTO patents with 853,638 reactions. The task is: Predict the reaction yield, written as a fraction of the theoretical maximum amount of product (1.0 means a 100% yield; for example, 0.34 means a 34% yield). The reactants are [F:1][C:2]1[CH:3]=[CH:4][C:5]([NH:8][NH:9][C:10](=O)[C:11]2[CH:16]=[CH:15][C:14]([CH2:17][N:18]3[CH2:23][CH2:22][O:21][CH2:20][CH2:19]3)=[CH:13][CH:12]=2)=[N:6][CH:7]=1.C1(P(C2C=CC=CC=2)C2C=CC=CC=2)C=CC=CC=1.C(N(CC)CC)C.ClC(Cl)(Cl)C(Cl)(Cl)Cl. The catalyst is C1COCC1. The product is [F:1][C:2]1[CH:3]=[CH:4][C:5]2[N:6]([C:10]([C:11]3[CH:16]=[CH:15][C:14]([CH2:17][N:18]4[CH2:23][CH2:22][O:21][CH2:20][CH2:19]4)=[CH:13][CH:12]=3)=[N:9][N:8]=2)[CH:7]=1. The yield is 0.690.